From a dataset of Full USPTO retrosynthesis dataset with 1.9M reactions from patents (1976-2016). Predict the reactants needed to synthesize the given product. (1) Given the product [CH2:1]([O:3][C:4]([C:6]1[C:11](=[O:12])[N:10]([CH2:35][C:34]2[CH:37]=[CH:38][CH:39]=[C:32]([F:31])[CH:33]=2)[C:9]2[CH:13]=[CH:14][S:15][C:8]=2[C:7]=1[N:16]1[CH2:21][CH2:20][N:19]([C:22]([C:24]2[S:25][CH:26]=[CH:27][CH:28]=2)=[O:23])[CH2:18][CH2:17]1)=[O:5])[CH3:2], predict the reactants needed to synthesize it. The reactants are: [CH2:1]([O:3][C:4]([C:6]1[C:11](=[O:12])[NH:10][C:9]2[CH:13]=[CH:14][S:15][C:8]=2[C:7]=1[N:16]1[CH2:21][CH2:20][N:19]([C:22]([C:24]2[S:25][CH:26]=[CH:27][CH:28]=2)=[O:23])[CH2:18][CH2:17]1)=[O:5])[CH3:2].[H-].[Na+].[F:31][C:32]1[CH:33]=[C:34]([CH:37]=[CH:38][CH:39]=1)[CH2:35]Br. (2) Given the product [CH3:1][CH:2]([CH3:22])[C@@H:3]([N:8]1[CH:17]=[CH:16][C:15]2[C:10](=[CH:11][CH:12]=[CH:13][C:14]=2[N+:18]([O-:20])=[O:19])[C:9]1=[O:21])[C:4]([OH:6])=[O:5], predict the reactants needed to synthesize it. The reactants are: [CH3:1][CH:2]([CH3:22])[C@@H:3]([N:8]1[CH:17]=[CH:16][C:15]2[C:10](=[CH:11][CH:12]=[CH:13][C:14]=2[N+:18]([O-:20])=[O:19])[C:9]1=[O:21])[C:4]([O:6]C)=[O:5].[OH-].[Li+].C(O)(C)(C)C.O.Cl.